From a dataset of Forward reaction prediction with 1.9M reactions from USPTO patents (1976-2016). Predict the product of the given reaction. (1) The product is: [C:1]1([C:7]2([CH2:17][NH2:18])[CH2:8][CH2:9][C:10]3([O:14][CH2:13][CH2:12][O:11]3)[CH2:15][CH2:16]2)[CH:6]=[CH:5][CH:4]=[CH:3][CH:2]=1. Given the reactants [C:1]1([C:7]2([C:17]#[N:18])[CH2:16][CH2:15][C:10]3([O:14][CH2:13][CH2:12][O:11]3)[CH2:9][CH2:8]2)[CH:6]=[CH:5][CH:4]=[CH:3][CH:2]=1.[H-].[H-].[H-].[H-].[Li+].[Al+3].O.[OH-].[Na+], predict the reaction product. (2) Given the reactants [O:1]=[C:2]1[O:8][C@H:7]([C@H:9]([CH2:11][OH:12])[OH:10])[C:5]([OH:6])=[C:3]1[OH:4].[O:13]1[CH:15]([CH2:16][CH2:17][CH2:18][CH3:19])[CH2:14]1, predict the reaction product. The product is: [OH:13][CH:15]([CH2:16][CH2:17][CH2:18][CH3:19])[CH2:14][O:6][C:5]1[C@@H:7]([C@H:9]([CH2:11][OH:12])[OH:10])[O:8][C:2](=[O:1])[C:3]=1[OH:4]. (3) Given the reactants CS([C:4]1[N:9]=[CH:8][C:7]2=[CH:10][CH:11]=[C:12]([C:13]3[CH:18]=[CH:17][CH:16]=[CH:15][C:14]=3[O:19][CH3:20])[N:6]2[N:5]=1)=O.C(N(CC)C(C)C)(C)C.[NH2:30][C:31]1[CH:32]=[C:33]2[C:37](=[CH:38][CH:39]=1)[N:36]([CH3:40])[C:35](=[O:41])[CH2:34]2.COCC(O)C, predict the reaction product. The product is: [CH3:20][O:19][C:14]1[CH:15]=[CH:16][CH:17]=[CH:18][C:13]=1[C:12]1[N:6]2[C:7]([CH:8]=[N:9][C:4]([NH:30][C:31]3[CH:32]=[C:33]4[C:37](=[CH:38][CH:39]=3)[N:36]([CH3:40])[C:35](=[O:41])[CH2:34]4)=[N:5]2)=[CH:10][CH:11]=1. (4) Given the reactants [Cl:1][C:2]1[CH:7]=[CH:6][C:5]([CH:8]([NH:15][C:16]([N:18]2[CH2:27][CH2:26][C:25]3[CH:24]=[N:23][C:22]([NH:28][CH:29]4[CH2:34][CH2:33][O:32][CH2:31][CH2:30]4)=[N:21][C:20]=3[CH2:19]2)=[O:17])[C:9]([NH:11][NH:12][CH:13]=O)=[O:10])=[CH:4][C:3]=1[F:35].CCN(C(C)C)C(C)C.C1C=CC(P(C2C=CC=CC=2)C2C=CC=CC=2)=CC=1.ClC(Cl)(Cl)C(Cl)(Cl)Cl, predict the reaction product. The product is: [Cl:1][C:2]1[CH:7]=[CH:6][C:5]([CH:8]([C:9]2[O:10][CH:13]=[N:12][N:11]=2)[NH:15][C:16]([N:18]2[CH2:27][CH2:26][C:25]3[CH:24]=[N:23][C:22]([NH:28][CH:29]4[CH2:34][CH2:33][O:32][CH2:31][CH2:30]4)=[N:21][C:20]=3[CH2:19]2)=[O:17])=[CH:4][C:3]=1[F:35]. (5) Given the reactants C1C(=O)N([Br:8])C(=O)C1.[C:9]1([O:15][CH3:16])[CH:14]=[CH:13][CH:12]=[CH:11][CH:10]=1, predict the reaction product. The product is: [Br:8][C:12]1[CH:13]=[CH:14][C:9]([O:15][CH3:16])=[CH:10][CH:11]=1.